From a dataset of Full USPTO retrosynthesis dataset with 1.9M reactions from patents (1976-2016). Predict the reactants needed to synthesize the given product. (1) Given the product [Br:1][C:2]1[C:3]([Cl:13])=[CH:4][C:5]([F:12])=[C:6]([S:8]([N:14]2[CH2:20][CH2:19][CH2:18][CH2:17][C:16]3[CH:21]=[CH:22][CH:23]=[CH:24][C:15]2=3)(=[O:10])=[O:9])[CH:7]=1, predict the reactants needed to synthesize it. The reactants are: [Br:1][C:2]1[C:3]([Cl:13])=[CH:4][C:5]([F:12])=[C:6]([S:8](Cl)(=[O:10])=[O:9])[CH:7]=1.[NH:14]1[CH2:20][CH2:19][CH2:18][CH2:17][C:16]2[CH:21]=[CH:22][CH:23]=[CH:24][C:15]1=2.C(N(CC)CC)C.O. (2) Given the product [CH:1]1([NH:7][C:9]2[C:14]([C:15]([O:17][CH2:18][CH3:19])=[O:16])=[C:13]([CH3:20])[N:12]=[C:11]3[N:21]([CH2:24][CH3:25])[N:22]=[CH:23][C:10]=23)[CH2:6][CH2:5][CH2:4][CH2:3][CH2:2]1, predict the reactants needed to synthesize it. The reactants are: [CH:1]1([NH2:7])[CH2:6][CH2:5][CH2:4][CH2:3][CH2:2]1.Cl[C:9]1[C:14]([C:15]([O:17][CH2:18][CH3:19])=[O:16])=[C:13]([CH3:20])[N:12]=[C:11]2[N:21]([CH2:24][CH3:25])[N:22]=[CH:23][C:10]=12. (3) Given the product [CH:49]1([C:47]([NH:46][C:44]2[N:45]=[C:40]3[CH:39]=[CH:38][C:37]([O:36][C:35]4[CH:52]=[CH:53][C:32]([NH:31][C:17]([C:4]5[C:5](=[O:16])[N:6]([C:9]6[CH:10]=[CH:11][C:12]([F:15])=[CH:13][CH:14]=6)[N:7]([CH3:8])[C:3]=5[CH2:1][CH3:2])=[O:19])=[CH:33][C:34]=4[F:54])=[CH:42][N:41]3[CH:43]=2)=[O:48])[CH2:50][CH2:51]1, predict the reactants needed to synthesize it. The reactants are: [CH2:1]([C:3]1[N:7]([CH3:8])[N:6]([C:9]2[CH:14]=[CH:13][C:12]([F:15])=[CH:11][CH:10]=2)[C:5](=[O:16])[C:4]=1[C:17]([OH:19])=O)[CH3:2].O1CCCC1.C(Cl)(=O)C(Cl)=O.[NH2:31][C:32]1[CH:53]=[CH:52][C:35]([O:36][C:37]2[CH:38]=[CH:39][C:40]3[N:41]([CH:43]=[C:44]([NH:46][C:47]([CH:49]4[CH2:51][CH2:50]4)=[O:48])[N:45]=3)[CH:42]=2)=[C:34]([F:54])[CH:33]=1.